From a dataset of NCI-60 drug combinations with 297,098 pairs across 59 cell lines. Regression. Given two drug SMILES strings and cell line genomic features, predict the synergy score measuring deviation from expected non-interaction effect. Synergy scores: CSS=53.9, Synergy_ZIP=8.79, Synergy_Bliss=5.84, Synergy_Loewe=-33.4, Synergy_HSA=-1.56. Drug 1: C1=CC(=CC=C1C#N)C(C2=CC=C(C=C2)C#N)N3C=NC=N3. Cell line: CCRF-CEM. Drug 2: CC1CCCC2(C(O2)CC(NC(=O)CC(C(C(=O)C(C1O)C)(C)C)O)C(=CC3=CSC(=N3)C)C)C.